This data is from Forward reaction prediction with 1.9M reactions from USPTO patents (1976-2016). The task is: Predict the product of the given reaction. (1) Given the reactants [Cl:1][C:2]1[CH:3]=[CH:4][C:5]2[N:11]3[CH:12]=[CH:13][CH:14]=[C:10]3[C@@H:9]([CH2:15][CH2:16][C:17]([N:19]3[CH2:24][CH2:23][C:22]([OH:30])([C:25]([O:27]CC)=[O:26])[CH2:21][CH2:20]3)=[O:18])[O:8][C@H:7]([C:31]3[CH:36]=[CH:35][CH:34]=[C:33]([O:37][CH3:38])[C:32]=3[O:39][CH3:40])[C:6]=2[CH:41]=1, predict the reaction product. The product is: [Cl:1][C:2]1[CH:3]=[CH:4][C:5]2[N:11]3[CH:12]=[CH:13][CH:14]=[C:10]3[C@@H:9]([CH2:15][CH2:16][C:17]([N:19]3[CH2:24][CH2:23][C:22]([OH:30])([C:25]([OH:27])=[O:26])[CH2:21][CH2:20]3)=[O:18])[O:8][C@H:7]([C:31]3[CH:36]=[CH:35][CH:34]=[C:33]([O:37][CH3:38])[C:32]=3[O:39][CH3:40])[C:6]=2[CH:41]=1. (2) Given the reactants [Br:1][C:2]1[CH:6]=[N:5][N:4]([CH3:7])[C:3]=1[C:8]1[CH:9]=[C:10]([NH2:16])[CH:11]=[CH:12][C:13]=1[O:14][CH3:15].[C:17]([N:25]=[C:26]=[O:27])(=[O:24])[C:18]1[CH:23]=[CH:22][CH:21]=[CH:20][CH:19]=1, predict the reaction product. The product is: [C:17]([NH:25][C:26]([NH:16][C:10]1[CH:11]=[CH:12][C:13]([O:14][CH3:15])=[C:8]([C:3]2[N:4]([CH3:7])[N:5]=[CH:6][C:2]=2[Br:1])[CH:9]=1)=[O:27])(=[O:24])[C:18]1[CH:23]=[CH:22][CH:21]=[CH:20][CH:19]=1. (3) Given the reactants [CH2:1]([O:8][C:9]1[CH:14]=[CH:13][C:12]([C:15](=[O:18])[CH2:16]Br)=[C:11]([F:19])[CH:10]=1)[C:2]1[CH:7]=[CH:6][CH:5]=[CH:4][CH:3]=1.Cl.Cl.[CH3:22][O:23][C:24]1[N:29]=[CH:28][C:27]([C:30]2([OH:36])[CH2:35][CH2:34][NH:33][CH2:32][CH2:31]2)=[CH:26][CH:25]=1, predict the reaction product. The product is: [CH2:1]([O:8][C:9]1[CH:14]=[CH:13][C:12]([CH:15]([OH:18])[CH2:16][N:33]2[CH2:34][CH2:35][C:30]([C:27]3[CH:28]=[N:29][C:24]([O:23][CH3:22])=[CH:25][CH:26]=3)([OH:36])[CH2:31][CH2:32]2)=[C:11]([F:19])[CH:10]=1)[C:2]1[CH:7]=[CH:6][CH:5]=[CH:4][CH:3]=1. (4) Given the reactants Br[CH2:2][C:3]1[CH:8]=[CH:7][C:6]([C:9]2[O:10][C:11]3[C:17]([C:18]([O:20][CH3:21])=[O:19])=[CH:16][C:15]([F:22])=[CH:14][C:12]=3[N:13]=2)=[CH:5][CH:4]=1.[CH3:23][NH2:24], predict the reaction product. The product is: [F:22][C:15]1[CH:16]=[C:17]([C:18]([O:20][CH3:21])=[O:19])[C:11]2[O:10][C:9]([C:6]3[CH:7]=[CH:8][C:3]([CH2:2][NH:24][CH3:23])=[CH:4][CH:5]=3)=[N:13][C:12]=2[CH:14]=1. (5) Given the reactants [CH:1]([C:3]1[CH:4]=[CH:5][C:6]2[N:7]([C:9]([C:12]([O:14][CH2:15][CH3:16])=[O:13])=[CH:10][N:11]=2)[CH:8]=1)=O.[S:17]1[CH2:21][C:20](=[O:22])[NH:19][C:18]1=[O:23].N1CCCCC1.CC(O)=O, predict the reaction product. The product is: [O:23]=[C:18]1[NH:19][C:20](=[O:22])/[C:21](=[CH:1]/[C:3]2[CH:4]=[CH:5][C:6]3[N:7]([C:9]([C:12]([O:14][CH2:15][CH3:16])=[O:13])=[CH:10][N:11]=3)[CH:8]=2)/[S:17]1. (6) Given the reactants C([O:4][C:5]1[CH:10]=[C:9]([C:11]#[N:12])[C:8](Br)=[C:7]([C:14]#[N:15])[C:6]=1[O:16]C(=O)C)(=O)C.[CH3:20][O:21][C:22]1[CH:23]=[C:24]2[C:29](=[CH:30][CH:31]=1)[CH:28]=[C:27](B(O)O)[CH:26]=[CH:25]2, predict the reaction product. The product is: [OH:16][C:6]1[C:5]([OH:4])=[CH:10][C:9]([C:11]#[N:12])=[C:8]([C:27]2[CH:26]=[CH:25][C:24]3[C:29](=[CH:30][CH:31]=[C:22]([O:21][CH3:20])[CH:23]=3)[CH:28]=2)[C:7]=1[C:14]#[N:15].